Dataset: Full USPTO retrosynthesis dataset with 1.9M reactions from patents (1976-2016). Task: Predict the reactants needed to synthesize the given product. Given the product [NH2:1][C:2]1[CH:7]=[C:6]([CH3:8])[C:5]([Br:9])=[CH:4][N:3]=1, predict the reactants needed to synthesize it. The reactants are: [NH2:1][C:2]1[CH:7]=[C:6]([CH3:8])[CH:5]=[CH:4][N:3]=1.[BrH:9].[NH+]1C=CC=CC=1.S([O-])([O-])=O.[Na+].[Na+].